Dataset: Catalyst prediction with 721,799 reactions and 888 catalyst types from USPTO. Task: Predict which catalyst facilitates the given reaction. Reactant: CC([N:5]([C@H:9]([C:14]([NH:16][CH2:17][CH2:18][C@H:19]([OH:31])[CH2:20][N:21]1CC2C(=CC=CC=2)C1=O)=[O:15])[CH2:10][CH:11]([CH3:13])[CH3:12])[C:6](=[O:8])[O-:7])(C)C.NN. Product: [NH2:21][CH2:20][C@@H:19]([OH:31])[CH2:18][CH2:17][NH:16][C:14](=[O:15])[C@H:9]([CH2:10][CH:11]([CH3:12])[CH3:13])[NH:5][C:6]([O:7][C:11]([CH3:13])([CH3:12])[CH3:10])=[O:8]. The catalyst class is: 14.